This data is from Full USPTO retrosynthesis dataset with 1.9M reactions from patents (1976-2016). The task is: Predict the reactants needed to synthesize the given product. (1) The reactants are: Br[C:2]1[CH:3]=[C:4]([C:16]([O:18][CH3:19])=[O:17])[CH:5]=[C:6]([C:8]2[CH:13]=[CH:12][C:11]([CH3:14])=[CH:10][C:9]=2[F:15])[CH:7]=1.[CH3:20][CH2:21]N(CC)CC. Given the product [F:15][C:9]1[CH:10]=[C:11]([CH3:14])[CH:12]=[CH:13][C:8]=1[C:6]1[CH:7]=[C:2]([CH:20]=[CH2:21])[CH:3]=[C:4]([C:16]([O:18][CH3:19])=[O:17])[CH:5]=1, predict the reactants needed to synthesize it. (2) Given the product [Cl:21][C:17]1[CH:18]=[C:19]2[NH:20][C:12]([C:10]3[CH:9]=[CH:8][N:7]=[C:6]([NH:5][C:3](=[O:4])[CH2:2][NH:37][CH2:36][CH2:35][N:32]4[CH2:33][CH2:34][O:29][CH2:30][CH2:31]4)[CH:11]=3)=[C:13]([C:22]3[CH:27]=[CH:26][C:25]([F:28])=[CH:24][N:23]=3)[C:14]2=[N:15][CH:16]=1, predict the reactants needed to synthesize it. The reactants are: Cl[CH2:2][C:3]([NH:5][C:6]1[CH:11]=[C:10]([C:12]2[NH:20][C:19]3[C:14](=[N:15][CH:16]=[C:17]([Cl:21])[CH:18]=3)[C:13]=2[C:22]2[CH:27]=[CH:26][C:25]([F:28])=[CH:24][N:23]=2)[CH:9]=[CH:8][N:7]=1)=[O:4].[O:29]1[CH2:34][CH2:33][N:32]([CH2:35][CH2:36][NH2:37])[CH2:31][CH2:30]1.C(O)(C(F)(F)F)=O.